From a dataset of Forward reaction prediction with 1.9M reactions from USPTO patents (1976-2016). Predict the product of the given reaction. (1) Given the reactants Cl[CH2:2][C:3]1[CH:8]=[CH:7][C:6]([F:9])=[C:5]([F:10])[CH:4]=1.[O:11]=[C:12]1[CH2:17][CH2:16][N:15]([C:18]([O:20][CH2:21][CH3:22])=[O:19])[CH2:14][CH2:13]1, predict the reaction product. The product is: [F:10][C:5]1[CH:4]=[C:3]([CH:8]=[CH:7][C:6]=1[F:9])[CH2:2][C:12]1([OH:11])[CH2:13][CH2:14][N:15]([C:18]([O:20][CH2:21][CH3:22])=[O:19])[CH2:16][CH2:17]1. (2) Given the reactants Cl.[NH2:2][C:3]1[N:8]=[C:7]([CH2:9][N:10]2[C:18]3[C:13](=[CH:14][CH:15]=[C:16]([OH:19])[CH:17]=3)[CH:12]=[C:11]2[C:20]2[CH:25]=[CH:24][CH:23]=[CH:22][C:21]=2[Cl:26])[CH:6]=[CH:5][CH:4]=1.Br[CH2:28][CH2:29][CH2:30][C:31]#[N:32].C([O-])([O-])=O.[Cs+].[Cs+], predict the reaction product. The product is: [NH2:2][C:3]1[N:8]=[C:7]([CH2:9][N:10]2[C:18]3[C:13](=[CH:14][CH:15]=[C:16]([O:19][CH2:28][CH2:29][CH2:30][C:31]#[N:32])[CH:17]=3)[CH:12]=[C:11]2[C:20]2[CH:25]=[CH:24][CH:23]=[CH:22][C:21]=2[Cl:26])[CH:6]=[CH:5][CH:4]=1.